From a dataset of Peptide-MHC class I binding affinity with 185,985 pairs from IEDB/IMGT. Regression. Given a peptide amino acid sequence and an MHC pseudo amino acid sequence, predict their binding affinity value. This is MHC class I binding data. (1) The peptide sequence is FPYSTFPII. The MHC is HLA-A11:01 with pseudo-sequence HLA-A11:01. The binding affinity (normalized) is 0. (2) The MHC is HLA-A01:01 with pseudo-sequence HLA-A01:01. The binding affinity (normalized) is 0.0847. The peptide sequence is RDYRTISPR.